Dataset: Catalyst prediction with 721,799 reactions and 888 catalyst types from USPTO. Task: Predict which catalyst facilitates the given reaction. Reactant: [CH3:1][O:2][C:3]1[CH:4]=[C:5]([CH:9]=[CH:10][CH:11]=1)[C:6]([OH:8])=O.C[N:13]([CH3:16])C=O.C(Cl)(=O)[C:18](Cl)=[O:19]. Product: [CH3:18][O:19][N:13]([CH3:16])[C:6](=[O:8])[C:5]1[CH:9]=[CH:10][CH:11]=[C:3]([O:2][CH3:1])[CH:4]=1. The catalyst class is: 7.